Predict which catalyst facilitates the given reaction. From a dataset of Catalyst prediction with 721,799 reactions and 888 catalyst types from USPTO. (1) Reactant: [OH-].[Na+].C[O:4][C:5](=[O:25])[CH2:6][C:7]1[CH:16]=[C:15]2[C:10]([C@@H:11]3[CH2:22][C:21](=[O:23])[CH2:20][CH2:19][C@H:12]3[C:13]([CH3:18])([CH3:17])[O:14]2)=[C:9]([OH:24])[CH:8]=1.C1COCC1. Product: [OH:24][C:9]1[CH:8]=[C:7]([CH2:6][C:5]([OH:25])=[O:4])[CH:16]=[C:15]2[C:10]=1[C@@H:11]1[CH2:22][C:21](=[O:23])[CH2:20][CH2:19][C@H:12]1[C:13]([CH3:18])([CH3:17])[O:14]2. The catalyst class is: 6. (2) Reactant: Cl.[NH2:2][C@@:3]([C:15]1([C:18](O)=[O:19])[CH2:17][CH2:16]1)([C:5]1[CH:10]=[C:9]([N+:11]([O-:13])=[O:12])[CH:8]=[CH:7][C:6]=1[F:14])[CH3:4]. Product: [NH2:2][C@@:3]([C:15]1([CH2:18][OH:19])[CH2:16][CH2:17]1)([C:5]1[CH:10]=[C:9]([N+:11]([O-:13])=[O:12])[CH:8]=[CH:7][C:6]=1[F:14])[CH3:4]. The catalyst class is: 1. (3) Reactant: [CH2:1]([NH2:9])[CH2:2][C:3]1[CH:8]=[CH:7][CH:6]=[CH:5][CH:4]=1.C(N(CC)CC)C.[F:17][C:18]([F:29])([F:28])[C:19](O[C:19](=[O:20])[C:18]([F:29])([F:28])[F:17])=[O:20].C(O)(=O)C. Product: [F:17][C:18]([F:29])([F:28])[C:19]([NH:9][CH2:1][CH2:2][C:3]1[CH:8]=[CH:7][CH:6]=[CH:5][CH:4]=1)=[O:20]. The catalyst class is: 4. (4) Reactant: [O:1]1[CH2:5][CH2:4][CH:3]([O:6][C:7]2[CH:12]=[CH:11][CH:10]=[CH:9][C:8]=2[NH2:13])[CH2:2]1.Cl[C:15]1[C:16]2[C:23]([CH3:24])=[C:22]([CH3:25])[S:21][C:17]=2[N:18]=[CH:19][N:20]=1. Product: [CH3:24][C:23]1[C:16]2[C:15]([NH:13][C:8]3[CH:9]=[CH:10][CH:11]=[CH:12][C:7]=3[O:6][CH:3]3[CH2:4][CH2:5][O:1][CH2:2]3)=[N:20][CH:19]=[N:18][C:17]=2[S:21][C:22]=1[CH3:25]. The catalyst class is: 41. (5) Reactant: C(O[BH-](OC(=O)C)OC(=O)C)(=O)C.[Na+].C(O)(=O)C.[NH:19]1[CH2:24][CH2:23][CH:22]([OH:25])[CH2:21][CH2:20]1.[O:26]1[CH2:29][C:28](=O)[CH2:27]1. Product: [O:26]1[CH2:29][CH:28]([N:19]2[CH2:24][CH2:23][CH:22]([OH:25])[CH2:21][CH2:20]2)[CH2:27]1. The catalyst class is: 26. (6) Reactant: [Br:1][C:2]1[CH:10]=[CH:9][C:5]2S[CH2:7][CH2:8][C:4]=2[CH:3]=1.O[O:12][S:13]([O-:15])=O.[K+]. Product: [Br:1][C:2]1[CH:10]=[CH:9][C:5]2[S:13](=[O:15])(=[O:12])[CH2:7][CH2:8][C:4]=2[CH:3]=1. The catalyst class is: 5.